Dataset: Reaction yield outcomes from USPTO patents with 853,638 reactions. Task: Predict the reaction yield, written as a fraction of the theoretical maximum amount of product (1.0 means a 100% yield; for example, 0.34 means a 34% yield). (1) The reactants are C([Li])CCC.C([Mg]Br)(C)C.Br[C:12]1[CH:13]=[C:14]([CH3:23])[C:15]([O:19][CH:20]([F:22])[F:21])=[C:16]([CH3:18])[CH:17]=1.[Br:24][C:25]1[CH:26]=[C:27]([C:31]([C:39]2[C:40]([C:45]#[N:46])=[N:41][CH:42]=[CH:43][CH:44]=2)=[N:32]S(C(C)(C)C)=O)[CH:28]=[CH:29][CH:30]=1. The catalyst is C1COCC1.C(Cl)(Cl)Cl.CO.CCCCCCC.CCOC(C)=O. The product is [Br:24][C:25]1[CH:26]=[C:27]([C:31]2([C:12]3[CH:13]=[C:14]([CH3:23])[C:15]([O:19][CH:20]([F:22])[F:21])=[C:16]([CH3:18])[CH:17]=3)[C:39]3[C:40](=[N:41][CH:42]=[CH:43][CH:44]=3)[C:45]([NH2:46])=[N:32]2)[CH:28]=[CH:29][CH:30]=1. The yield is 0.148. (2) The catalyst is O.O1CCOCC1. The yield is 0.950. The product is [OH:26][C@@H:23]1[C@H:20]2[N:21]([C:28]([O:30][CH2:31][C:32]3[CH:37]=[CH:36][CH:35]=[CH:34][CH:33]=3)=[O:29])[CH2:22][C@H:18]([O:17][S:14]([C:11]3[CH:12]=[CH:13][C:8]([CH3:7])=[CH:9][CH:10]=3)(=[O:16])=[O:15])[C@H:19]2[O:25][CH2:24]1. The reactants are C(=O)([O-])[O-].[Na+].[Na+].[CH3:7][C:8]1[CH:13]=[CH:12][C:11]([S:14]([O:17][C@H:18]2[CH2:22][NH:21][C@@H:20]3[C@@H:23]([OH:26])[CH2:24][O:25][C@H:19]23)(=[O:16])=[O:15])=[CH:10][CH:9]=1.Cl[C:28]([O:30][CH2:31][C:32]1[CH:37]=[CH:36][CH:35]=[CH:34][CH:33]=1)=[O:29]. (3) The reactants are [CH3:1][O:2][CH2:3][CH:4]1[CH2:8][N:7]([C:9](=[O:20])[CH:10]([NH:15][C:16](=[O:19])[O:17][CH3:18])[CH:11]([O:13][CH3:14])[CH3:12])[CH:6]([C:21]2[NH:25][C:24]3[C:26]4[C:31]([CH:32]=[CH:33][C:23]=3[N:22]=2)=[CH:30][C:29]2[C:34]3[C:39]([CH2:40][O:41][C:28]=2[CH:27]=4)=[CH:38][C:37](B2OC(C)(C)C(C)(C)O2)=[CH:36][CH:35]=3)[CH2:5]1.I[C:52]1[NH:56][C:55]([C@@H:57]2[CH2:61][CH2:60][CH2:59][N:58]2[C:62]([O:64][C:65]([CH3:68])([CH3:67])[CH3:66])=[O:63])=[N:54][CH:53]=1.C(=O)([O-])[O-].[K+].[K+]. The product is [CH3:18][O:17][C:16]([NH:15][C@H:10]([C:9]([N:7]1[CH2:8][C@@H:4]([CH2:3][O:2][CH3:1])[CH2:5][C@H:6]1[C:21]1[NH:25][C:24]2[C:26]3[C:31]([CH:32]=[CH:33][C:23]=2[N:22]=1)=[CH:30][C:29]1[C:34]2[C:39]([CH2:40][O:41][C:28]=1[CH:27]=3)=[CH:38][C:37]([C:52]1[NH:56][C:55]([C@@H:57]3[CH2:61][CH2:60][CH2:59][N:58]3[C:62]([O:64][C:65]([CH3:68])([CH3:67])[CH3:66])=[O:63])=[N:54][CH:53]=1)=[CH:36][CH:35]=2)=[O:20])[C@@H:11]([CH3:12])[O:13][CH3:14])=[O:19]. The catalyst is CS(C)=O.O1CCOCC1.C1C=CC([P]([Pd]([P](C2C=CC=CC=2)(C2C=CC=CC=2)C2C=CC=CC=2)([P](C2C=CC=CC=2)(C2C=CC=CC=2)C2C=CC=CC=2)[P](C2C=CC=CC=2)(C2C=CC=CC=2)C2C=CC=CC=2)(C2C=CC=CC=2)C2C=CC=CC=2)=CC=1.C1C=CC(P(C2C=CC=CC=2)[C-]2C=CC=C2)=CC=1.C1C=CC(P(C2C=CC=CC=2)[C-]2C=CC=C2)=CC=1.Cl[Pd]Cl.[Fe+2]. The yield is 0.0700.